Predict the product of the given reaction. From a dataset of Forward reaction prediction with 1.9M reactions from USPTO patents (1976-2016). (1) Given the reactants [OH:1][CH:2]1[CH2:7][CH2:6][N:5]([C:8](=[O:10])[CH3:9])[CH2:4][CH2:3]1.[Br:11][C:12]1[CH:13]=[C:14](O)[CH:15]=[N:16][CH:17]=1.C1C=CC(P(C2C=CC=CC=2)C2C=CC=CC=2)=CC=1.N(C(OC(C)C)=O)=NC(OC(C)C)=O, predict the reaction product. The product is: [Br:11][C:12]1[CH:13]=[C:14]([O:1][CH:2]2[CH2:7][CH2:6][N:5]([C:8](=[O:10])[CH3:9])[CH2:4][CH2:3]2)[CH:15]=[N:16][CH:17]=1. (2) Given the reactants [O:1]=[C:2]1[CH:7]=[CH:6][N:5]([C:8]2[CH:13]=[CH:12][CH:11]=[C:10]([C:14]([F:17])([F:16])[F:15])[CH:9]=2)[N:4]=[C:3]1[CH:18]=O.N.[CH2:21]=[N:22][CH:23](S(C1C=CC(C)=CC=1)(=O)=O)[C:24]1[CH:29]=[CH:28][CH:27]=[CH:26][CH:25]=1.[NH:40]1CCNCC1, predict the reaction product. The product is: [C:24]1([C:23]2[N:22]=[CH:21][NH:40][C:18]=2[C:3]2[C:2](=[O:1])[CH:7]=[CH:6][N:5]([C:8]3[CH:13]=[CH:12][CH:11]=[C:10]([C:14]([F:17])([F:16])[F:15])[CH:9]=3)[N:4]=2)[CH:29]=[CH:28][CH:27]=[CH:26][CH:25]=1.